Dataset: Catalyst prediction with 721,799 reactions and 888 catalyst types from USPTO. Task: Predict which catalyst facilitates the given reaction. (1) Reactant: C([O:5][C:6](=[O:45])[C:7]([N:31]=C(C1C=CC=CC=1)C1C=CC=CC=1)([CH2:21][CH2:22][O:23][C:24]1[CH:29]=[CH:28][C:27]([Cl:30])=[CH:26][CH:25]=1)[CH2:8][CH2:9][CH2:10][CH2:11][B:12]1[O:16]C(C)(C)C(C)(C)[O:13]1)(C)(C)C. Product: [ClH:30].[NH2:31][C:7]([CH2:21][CH2:22][O:23][C:24]1[CH:25]=[CH:26][C:27]([Cl:30])=[CH:28][CH:29]=1)([CH2:8][CH2:9][CH2:10][CH2:11][B:12]([OH:13])[OH:16])[C:6]([OH:45])=[O:5]. The catalyst class is: 126. (2) Reactant: C(N(C(C)C)CC)(C)C.[CH3:10][N:11]1[CH2:17][CH2:16][CH2:15][NH:14][CH2:13][CH2:12]1.[Cl:18][C:19]1[C:24]([C:25]2[CH:30]=[CH:29][CH:28]=[CH:27][CH:26]=2)=[N:23][N:22]=[C:21]2[N:31]([CH2:40][C:41](O)=[O:42])[N:32]=[C:33]([C:34]3[CH:39]=[CH:38][CH:37]=[CH:36][CH:35]=3)[C:20]=12.Cl.CN(C)CCCN=C=NCC.OC1C=CC=C[N+]=1[O-]. Product: [Cl:18][C:19]1[C:24]([C:25]2[CH:30]=[CH:29][CH:28]=[CH:27][CH:26]=2)=[N:23][N:22]=[C:21]2[N:31]([CH2:40][C:41]([N:14]3[CH2:15][CH2:16][CH2:17][N:11]([CH3:10])[CH2:12][CH2:13]3)=[O:42])[N:32]=[C:33]([C:34]3[CH:39]=[CH:38][CH:37]=[CH:36][CH:35]=3)[C:20]=12. The catalyst class is: 2.